From a dataset of hERG potassium channel inhibition data for cardiac toxicity prediction from Karim et al.. Regression/Classification. Given a drug SMILES string, predict its toxicity properties. Task type varies by dataset: regression for continuous values (e.g., LD50, hERG inhibition percentage) or binary classification for toxic/non-toxic outcomes (e.g., AMES mutagenicity, cardiotoxicity, hepatotoxicity). Dataset: herg_karim. (1) The compound is CC(=O)Nc1ccc(CN2CCC(NC(=O)C3=CC(=O)c4ccc(F)cc4C3)CC2)cc1. The result is 0 (non-blocker). (2) The drug is CSc1ccc2c(c1)N(CC[C@@H]1CCCCN1C)c1ccccc1S2. The result is 1 (blocker). (3) The molecule is COc1cc(C(=O)N2CCC(CNC(=O)CCCCC(c3ccc(F)cc3)c3ccc(F)cc3)C2)cc(OC)c1OC. The result is 1 (blocker). (4) The result is 1 (blocker). The compound is O=C(c1ccc(Cl)cc1)C1CC[N+](CCc2ccccc2)(CCc2ccccc2)CC1. (5) The molecule is Cc1cccnc1CN1CCC2(CC1)C(=O)N(c1ccc(-c3ccccc3)cc1)c1ncccc12. The result is 1 (blocker). (6) The compound is CCNC(=O)C[C@H]1N=C(c2ccc(Cl)cc2)c2cc(OC)ccc2-n2c(C)nnc21. The result is 0 (non-blocker). (7) The drug is FC(F)(F)c1nc(OC2CCN(Cc3cscn3)CC2)c2ccn(Cc3ccccc3)c2n1. The result is 1 (blocker).